Dataset: Full USPTO retrosynthesis dataset with 1.9M reactions from patents (1976-2016). Task: Predict the reactants needed to synthesize the given product. (1) Given the product [CH3:1][O:2][C:3]1[CH:4]=[CH:5][C:6]([C:9]2[N:14]3[N:15]=[C:16]([NH:18][C:19]4[CH:28]=[CH:27][C:22]([O:23][CH2:24][CH2:25][O:26][S:37]([CH3:36])(=[O:39])=[O:38])=[CH:21][CH:20]=4)[N:17]=[C:13]3[CH:12]=[CH:11][CH:10]=2)=[CH:7][CH:8]=1, predict the reactants needed to synthesize it. The reactants are: [CH3:1][O:2][C:3]1[CH:8]=[CH:7][C:6]([C:9]2[N:14]3[N:15]=[C:16]([NH:18][C:19]4[CH:28]=[CH:27][C:22]([O:23][CH2:24][CH2:25][OH:26])=[CH:21][CH:20]=4)[N:17]=[C:13]3[CH:12]=[CH:11][CH:10]=2)=[CH:5][CH:4]=1.C(N(CC)CC)C.[CH3:36][S:37](Cl)(=[O:39])=[O:38]. (2) The reactants are: [C:1]([NH:5][C:6]([C:8]1[S:25][C:11]2[N:12]=[C:13]([S:23][CH3:24])[N:14]=[C:15]([C:16]3[CH:21]=[CH:20][CH:19]=[C:18]([OH:22])[CH:17]=3)[C:10]=2[C:9]=1[NH2:26])=[O:7])([CH3:4])([CH3:3])[CH3:2].CCN(C(C)C)C(C)C.Cl[C:37]([O:39][CH3:40])=[O:38]. Given the product [C:1]([NH:5][C:6]([C:8]1[S:25][C:11]2[N:12]=[C:13]([S:23][CH3:24])[N:14]=[C:15]([C:16]3[CH:21]=[CH:20][CH:19]=[C:18]([O:22][C:37]([O:39][CH3:40])=[O:38])[CH:17]=3)[C:10]=2[C:9]=1[NH2:26])=[O:7])([CH3:4])([CH3:2])[CH3:3], predict the reactants needed to synthesize it. (3) Given the product [O:30]1[CH2:29][CH2:28][N:27]([CH2:33][CH2:34][NH:35][C:36](=[O:37])[C:38]2[CH:45]=[CH:44][C:41]([C:42]3[NH:10][C:9]4[CH:8]=[CH:7][C:6]([NH:13][C:14](=[O:26])[C:15]5[CH:20]=[CH:19][C:18]([N:21]6[CH2:25][CH2:24][CH2:23][CH2:22]6)=[CH:17][CH:16]=5)=[CH:5][C:4]=4[N:1]=3)=[CH:40][CH:39]=2)[CH2:32][CH2:31]1, predict the reactants needed to synthesize it. The reactants are: [N+:1]([C:4]1[CH:5]=[C:6]([NH:13][C:14](=[O:26])[C:15]2[CH:20]=[CH:19][C:18]([N:21]3[CH2:25][CH2:24][CH2:23][CH2:22]3)=[CH:17][CH:16]=2)[CH:7]=[CH:8][C:9]=1[N+:10]([O-])=O)([O-])=O.[N:27]1([CH2:33][CH2:34][NH:35][C:36]([C:38]2[CH:45]=[CH:44][C:41]([CH:42]=O)=[CH:40][CH:39]=2)=[O:37])[CH2:32][CH2:31][O:30][CH2:29][CH2:28]1. (4) Given the product [CH:29]1([N:35]2[C:24]([OH:25])=[C:9]([C:8]([NH:7][CH:1]3[CH2:6][CH2:5][CH2:4][CH2:3][CH2:2]3)=[O:28])[C:10]([OH:23])=[C:11]([C:14]([NH:16][CH2:17][C:18]([OH:20])=[O:19])=[O:15])[C:12]2=[O:13])[CH2:34][CH2:33][CH2:32][CH2:31][CH2:30]1, predict the reactants needed to synthesize it. The reactants are: [CH:1]1([N:7]2[C:12](=[O:13])[C:11]([C:14]([NH:16][CH2:17][C:18]([O:20]CC)=[O:19])=[O:15])=[C:10]([OH:23])[C:9]([C:24](OC)=[O:25])=[C:8]2[OH:28])[CH2:6][CH2:5][CH2:4][CH2:3][CH2:2]1.[CH:29]1([NH2:35])[CH2:34][CH2:33][CH2:32][CH2:31][CH2:30]1.[OH-].[Na+].Cl. (5) Given the product [ClH:8].[ClH:8].[Cl:8][C:9]1[C:10]([F:42])=[C:11]([NH:15][C:16]2[C:25]3[C:20](=[CH:21][C:22]([O:28][CH:29]4[CH2:34][CH2:33][NH:32][CH2:31][CH2:30]4)=[C:23]([O:26][CH3:27])[CH:24]=3)[N:19]=[CH:18][N:17]=2)[CH:12]=[CH:13][CH:14]=1, predict the reactants needed to synthesize it. The reactants are: FC(F)(F)C(O)=O.[Cl:8][C:9]1[C:10]([F:42])=[C:11]([NH:15][C:16]2[C:25]3[C:20](=[CH:21][C:22]([O:28][CH:29]4[CH2:34][CH2:33][N:32](C(OC(C)(C)C)=O)[CH2:31][CH2:30]4)=[C:23]([O:26][CH3:27])[CH:24]=3)[N:19]=[CH:18][N:17]=2)[CH:12]=[CH:13][CH:14]=1. (6) Given the product [NH2:2][CH2:1][C:3]1[C:4]([F:9])=[N:5][CH:6]=[CH:7][CH:8]=1, predict the reactants needed to synthesize it. The reactants are: [C:1]([C:3]1[C:4]([F:9])=[N:5][CH:6]=[CH:7][CH:8]=1)#[N:2]. (7) Given the product [O:8]1[CH:9]=[CH:10][CH:11]=[C:7]1[C:5]1[C:4]([C:12]2[CH:17]=[CH:16][N:15]=[CH:14][N:13]=2)=[CH:3][N:26]=[C:27]([NH2:29])[N:28]=1, predict the reactants needed to synthesize it. The reactants are: CN(C)[CH:3]=[C:4]([C:12]1[CH:17]=[CH:16][N:15]=[CH:14][N:13]=1)[C:5]([C:7]1[O:8][CH:9]=[CH:10][CH:11]=1)=O.C([O-])([O-])=O.[K+].[K+].Cl.[NH2:26][C:27]([NH2:29])=[NH:28].O. (8) Given the product [Cl:10][C:11]1[CH:16]=[CH:15][C:14]2[NH:8][C:5]3[CH:6]=[CH:7][C:2]([CH3:1])=[CH:3][C:4]=3[NH:9][C:23](=[O:26])[C:24]=2[CH:12]=1, predict the reactants needed to synthesize it. The reactants are: [CH3:1][C:2]1[CH:7]=[CH:6][C:5]([NH2:8])=[C:4]([NH2:9])[CH:3]=1.[Cl:10][C:11]1[CH:12]=C[CH:14]=[C:15]2NC(=O)OC(=O)[C:16]=12.[C:23]([OH:26])(=O)[CH3:24]. (9) Given the product [CH3:1][O:2][C:3]1[CH:4]=[C:5]([C:9]2[C:10]([N:27]3[CH2:28][CH2:29][N:30]([C:33]([O:35][C:36]([CH3:39])([CH3:38])[CH3:37])=[O:34])[CH2:31][CH2:32]3)=[C:11]3[CH:17]=[CH:16][NH:15][C:12]3=[N:13][CH:14]=2)[CH:6]=[CH:7][CH:8]=1, predict the reactants needed to synthesize it. The reactants are: [CH3:1][O:2][C:3]1[CH:4]=[C:5]([C:9]2[C:10]([N:27]3[CH2:32][CH2:31][N:30]([C:33]([O:35][C:36]([CH3:39])([CH3:38])[CH3:37])=[O:34])[CH2:29][CH2:28]3)=[C:11]3[CH:17]=[CH:16][N:15](S(C4C=CC=CC=4)(=O)=O)[C:12]3=[N:13][CH:14]=2)[CH:6]=[CH:7][CH:8]=1.CO.[Li+].[OH-].O. (10) Given the product [CH2:29]([N:36]1[CH2:18][CH2:17][CH2:16][CH2:15][CH:2]1[C:3]([O:5][C@@H:6]([CH3:14])[C:7](=[O:13])[N:8]1[CH2:12][CH2:11][CH2:10][CH2:9]1)=[O:4])[C:30]1[CH:35]=[CH:34][CH:33]=[CH:32][CH:31]=1, predict the reactants needed to synthesize it. The reactants are: Br[CH:2]([CH2:15][CH2:16][CH2:17][CH2:18]Br)[C:3]([O:5][CH:6]([CH3:14])[C:7](=[O:13])[N:8]1[CH2:12][CH2:11][CH2:10][CH2:9]1)=[O:4].[Na+].[I-].C(N(CC)CC)C.[CH2:29]([NH2:36])[C:30]1[CH:35]=[CH:34][CH:33]=[CH:32][CH:31]=1.